From a dataset of Peptide-MHC class I binding affinity with 185,985 pairs from IEDB/IMGT. Regression. Given a peptide amino acid sequence and an MHC pseudo amino acid sequence, predict their binding affinity value. This is MHC class I binding data. The peptide sequence is RLSLTALSA. The MHC is HLA-A68:02 with pseudo-sequence HLA-A68:02. The binding affinity (normalized) is 0.